This data is from Catalyst prediction with 721,799 reactions and 888 catalyst types from USPTO. The task is: Predict which catalyst facilitates the given reaction. (1) Reactant: Cl[C:2]1[C:3]([NH2:8])=[N:4][CH:5]=[CH:6][N:7]=1.[F:9][C:10]1[CH:11]=[C:12]([S:16](Cl)(=[O:18])=[O:17])[CH:13]=[CH:14][CH:15]=1.[CH3:20][O-:21].[Na+]. Product: [F:9][C:10]1[CH:11]=[C:12]([S:16]([NH:8][C:3]2[C:2]([O:21][CH3:20])=[N:7][CH:6]=[CH:5][N:4]=2)(=[O:18])=[O:17])[CH:13]=[CH:14][CH:15]=1. The catalyst class is: 5. (2) Reactant: [C:1]([O:5][CH2:6][C@H:7]([N:11]([CH3:18])[C:12](=[O:17])[CH2:13][CH2:14][CH:15]=[CH2:16])[C:8]([OH:10])=[O:9])([CH3:4])([CH3:3])[CH3:2].[CH2:19]([NH:21]C(C)CC(C)C)[CH3:20].BrCC#N.C(OCC)(=O)C. Product: [C:1]([O:5][CH2:6][C@H:7]([N:11]([CH3:18])[C:12](=[O:17])[CH2:13][CH2:14][CH:15]=[CH2:16])[C:8]([O:10][CH2:20][C:19]#[N:21])=[O:9])([CH3:4])([CH3:3])[CH3:2]. The catalyst class is: 9. (3) Reactant: Cl[CH2:2][CH2:3][S:4](Cl)(=[O:6])=[O:5].[C:8]1([CH2:14][NH2:15])[CH:13]=[CH:12][CH:11]=[CH:10][CH:9]=1.C(N(CC)CC)C. Product: [CH2:14]([NH:15][S:4]([CH:3]=[CH2:2])(=[O:6])=[O:5])[C:8]1[CH:13]=[CH:12][CH:11]=[CH:10][CH:9]=1. The catalyst class is: 4. (4) Reactant: [CH3:1][O:2][C:3]([C@@:5]1([NH:10][C:11]([C@@H:13]2[CH2:17][C@@H:16]([O:18][C:19]3[C:20]4[S:33][CH:32]=[CH:31][C:21]=4[N:22]=[C:23]([C:25]4[CH:30]=[CH:29][CH:28]=[CH:27][N:26]=4)[N:24]=3)[CH2:15][N:14]2C(OC(C)(C)C)=O)=[O:12])[CH2:7][C@H:6]1[CH:8]=[CH2:9])=[O:4].FC(F)(F)C(O)=O.C(=O)(O)[O-]. Product: [N:26]1[CH:27]=[CH:28][CH:29]=[CH:30][C:25]=1[C:23]1[N:24]=[C:19]([O:18][C@H:16]2[CH2:15][NH:14][C@H:13]([C:11]([NH:10][C@:5]3([C:3]([O:2][CH3:1])=[O:4])[CH2:7][C@H:6]3[CH:8]=[CH2:9])=[O:12])[CH2:17]2)[C:20]2[S:33][CH:32]=[CH:31][C:21]=2[N:22]=1. The catalyst class is: 4.